Dataset: Full USPTO retrosynthesis dataset with 1.9M reactions from patents (1976-2016). Task: Predict the reactants needed to synthesize the given product. (1) Given the product [Br:1][C:2]1[CH:3]=[CH:4][C:5]([CH3:16])=[C:6]([C:8]2[N:9]=[C:10]([NH2:15])[N:11]=[C:12]([NH:24][C:21]3[CH:22]=[CH:23][C:18]([Cl:17])=[CH:19][CH:20]=3)[CH:13]=2)[CH:7]=1, predict the reactants needed to synthesize it. The reactants are: [Br:1][C:2]1[CH:3]=[CH:4][C:5]([CH3:16])=[C:6]([C:8]2[CH:13]=[C:12](Cl)[N:11]=[C:10]([NH2:15])[N:9]=2)[CH:7]=1.[Cl:17][C:18]1[CH:23]=[CH:22][C:21]([NH2:24])=[CH:20][CH:19]=1. (2) Given the product [Cl:35][C:36]1[CH:41]=[CH:40][C:39]([C:47]2[CH:48]=[CH:49][C:50]([CH2:63][CH3:64])=[C:51]([CH:53]3[C:54](=[O:62])[CH:55]4[CH2:61][CH:58]([CH2:57][CH2:56]4)[C:59]3=[O:60])[CH:52]=2)=[CH:38][C:37]=1[CH3:45], predict the reactants needed to synthesize it. The reactants are: [Na].[Na].[Na].S(C1C=C(P(C2C=CC=C(S(O)(=O)=O)C=2)C2C=CC=C(S(O)(=O)=O)C=2)C=CC=1)(O)(=O)=O.[Cl:35][C:36]1[CH:41]=[CH:40][C:39](B(O)O)=[CH:38][C:37]=1[CH3:45].Br[C:47]1[CH:48]=[CH:49][C:50]([CH2:63][CH3:64])=[C:51]([CH:53]2[C:59](=[O:60])[CH:58]3[CH2:61][CH:55]([CH2:56][CH2:57]3)[C:54]2=[O:62])[CH:52]=1.P([O-])([O-])([O-])=O.[K+].[K+].[K+]. (3) Given the product [Cl:14][C:15]1[C:30]([C:31]([F:34])([F:32])[F:33])=[CH:29][C:18]2[N:19]=[C:20]([C:22]3[CH:27]=[CH:26][N:25]=[CH:24][C:23]=3[O:11][CH2:10][C:9]([F:13])([F:12])[F:8])[O:21][C:17]=2[CH:16]=1, predict the reactants needed to synthesize it. The reactants are: [H-].[Na+].CN(C=O)C.[F:8][C:9]([F:13])([F:12])[CH2:10][OH:11].[Cl:14][C:15]1[C:30]([C:31]([F:34])([F:33])[F:32])=[CH:29][C:18]2[N:19]=[C:20]([C:22]3[CH:27]=[CH:26][N:25]=[CH:24][C:23]=3F)[O:21][C:17]=2[CH:16]=1. (4) Given the product [C:48]([O:47][C@@H:41]([C:30]1[C:31]([CH3:40])=[N:32][C:33]2[N:34]([N:35]=[C:36]([CH2:38][O:9][CH2:8][C:5]3[CH:6]=[CH:7][C:2]([F:1])=[CH:3][C:4]=3[O:10][CH:11]([CH2:16][CH:17]=[CH2:18])[C:12]([F:13])([F:14])[F:15])[CH:37]=2)[C:29]=1[N:26]1[CH2:25][CH2:24][C:23]([CH3:52])([O:22][CH2:19][CH:20]=[CH2:21])[CH2:28][CH2:27]1)[C:42]([O:44][CH2:45][CH3:46])=[O:43])([CH3:51])([CH3:49])[CH3:50], predict the reactants needed to synthesize it. The reactants are: [F:1][C:2]1[CH:7]=[CH:6][C:5]([CH2:8][OH:9])=[C:4]([O:10][CH:11]([CH2:16][CH:17]=[CH2:18])[C:12]([F:15])([F:14])[F:13])[CH:3]=1.[CH2:19]([O:22][C:23]1([CH3:52])[CH2:28][CH2:27][N:26]([C:29]2[N:34]3[N:35]=[C:36]([CH2:38]I)[CH:37]=[C:33]3[N:32]=[C:31]([CH3:40])[C:30]=2[C@H:41]([O:47][C:48]([CH3:51])([CH3:50])[CH3:49])[C:42]([O:44][CH2:45][CH3:46])=[O:43])[CH2:25][CH2:24]1)[CH:20]=[CH2:21].[H-].[Na+]. (5) Given the product [Cl:14][CH2:15][CH2:16][CH2:17][CH2:18][C:19]([C:9]1[CH:8]=[C:7]2[C:12]3=[C:11]([CH2:1][C:2](=[O:13])[N:3]3[CH2:4][CH2:5][CH2:6]2)[CH:10]=1)=[O:20], predict the reactants needed to synthesize it. The reactants are: [CH2:1]1[C:11]2=[C:12]3[C:7](=[CH:8][CH:9]=[CH:10]2)[CH2:6][CH2:5][CH2:4][N:3]3[C:2]1=[O:13].[Cl:14][CH2:15][CH2:16][CH2:17][CH2:18][C:19](Cl)=[O:20]. (6) Given the product [Cl:17][C:18]1[CH:19]=[CH:20][C:21]([C:24]2[CH:29]=[CH:28][C:27]([O:1][CH2:2][C@@H:3]3[C@@H:8]([NH:9][C:10](=[O:16])[O:11][C:12]([CH3:13])([CH3:15])[CH3:14])[CH2:7][CH2:6][O:5][CH2:4]3)=[CH:26][CH:25]=2)=[N:22][CH:23]=1, predict the reactants needed to synthesize it. The reactants are: [OH:1][CH2:2][C@@H:3]1[C@@H:8]([NH:9][C:10](=[O:16])[O:11][C:12]([CH3:15])([CH3:14])[CH3:13])[CH2:7][CH2:6][O:5][CH2:4]1.[Cl:17][C:18]1[CH:19]=[CH:20][C:21]([C:24]2[CH:29]=[CH:28][C:27](O)=[CH:26][CH:25]=2)=[N:22][CH:23]=1.C1CCN(C(N=NC(N2CCCCC2)=O)=O)CC1.P(CCCC)(CCCC)CCCC. (7) Given the product [C:32]([C:29]1[CH:28]=[CH:27][C:26]([C:23]2[CH:24]=[CH:25][C:20]([NH:19][CH:14]([C:11]3[CH:12]=[CH:13][C:8]([C:7]([NH:6][CH2:5][CH2:4][C:3]([OH:37])=[O:2])=[O:36])=[CH:9][CH:10]=3)[CH2:15][CH:16]([CH3:18])[CH3:17])=[CH:21][CH:22]=2)=[CH:31][CH:30]=1)([CH3:34])([CH3:35])[CH3:33], predict the reactants needed to synthesize it. The reactants are: C[O:2][C:3](=[O:37])[CH2:4][CH2:5][NH:6][C:7](=[O:36])[C:8]1[CH:13]=[CH:12][C:11]([CH:14]([NH:19][C:20]2[CH:25]=[CH:24][C:23]([C:26]3[CH:31]=[CH:30][C:29]([C:32]([CH3:35])([CH3:34])[CH3:33])=[CH:28][CH:27]=3)=[CH:22][CH:21]=2)[CH2:15][CH:16]([CH3:18])[CH3:17])=[CH:10][CH:9]=1.CO.[OH-].[Na+].